Task: Regression. Given a peptide amino acid sequence and an MHC pseudo amino acid sequence, predict their binding affinity value. This is MHC class II binding data.. Dataset: Peptide-MHC class II binding affinity with 134,281 pairs from IEDB (1) The peptide sequence is LPQILAECARRRLRT. The MHC is HLA-DQA10201-DQB10402 with pseudo-sequence HLA-DQA10201-DQB10402. The binding affinity (normalized) is 0.414. (2) The peptide sequence is IKEKGKDKWIALKES. The MHC is DRB5_0101 with pseudo-sequence DRB5_0101. The binding affinity (normalized) is 0.195. (3) The peptide sequence is KAFAEGLSGEPKGGA. The MHC is DRB1_1602 with pseudo-sequence DRB1_1602. The binding affinity (normalized) is 0.